Dataset: Catalyst prediction with 721,799 reactions and 888 catalyst types from USPTO. Task: Predict which catalyst facilitates the given reaction. (1) Reactant: [F:1][C:2]1[CH:33]=[CH:32][C:5]([CH2:6][N:7]2[CH2:12][CH2:11][N:10]([C:13](=[O:30])/[CH:14]=[CH:15]/[C:16]3[C:17]([NH:26][C:27](=[O:29])[CH3:28])=[CH:18][C:19]4[C:24]([CH:25]=3)=CC=CC=4)[C@H:9]([CH3:31])[CH2:8]2)=[CH:4][CH:3]=1.CCN(CC)CC.C([Cl:44])(=O)C.C1C[O:48][CH2:47][CH2:46]1. Product: [Cl:44][C:19]1[C:24]([O:48][CH2:47][CH3:46])=[CH:25][C:16](/[CH:15]=[CH:14]/[C:13]([N:10]2[CH2:11][CH2:12][N:7]([CH2:6][C:5]3[CH:32]=[CH:33][C:2]([F:1])=[CH:3][CH:4]=3)[CH2:8][C@H:9]2[CH3:31])=[O:30])=[C:17]([NH:26][C:27](=[O:29])[CH3:28])[CH:18]=1. The catalyst class is: 813. (2) Reactant: [N:1]1[C:9]2[C:4](=[N:5][CH:6]=[CH:7][CH:8]=2)[N:3]([CH2:10][C:11]2[CH:22]=[CH:21][C:14]3[N:15]=[C:16](S(C)=O)[S:17][C:13]=3[CH:12]=2)[CH:2]=1.N1C2C(=NC=CC=2)N(CC2C=CC3N=C(S(C)(=O)=O)SC=3C=2)C=1.[NH2:46][C@@H:47]1[CH2:52][CH2:51][CH2:50][CH2:49][C@H:48]1[CH2:53][OH:54].CCN(C(C)C)C(C)C. Product: [N:1]1[C:9]2[C:4](=[N:5][CH:6]=[CH:7][CH:8]=2)[N:3]([CH2:10][C:11]2[CH:22]=[CH:21][C:14]3[N:15]=[C:16]([NH:46][C@@H:47]4[CH2:52][CH2:51][CH2:50][CH2:49][C@H:48]4[CH2:53][OH:54])[S:17][C:13]=3[CH:12]=2)[CH:2]=1. The catalyst class is: 44. (3) Reactant: Cl.[NH2:2][C@@H:3]1[CH2:8][CH2:7][C@H:6]([N:9]2[C:14](=[O:15])[C:13]3[CH:16]=[C:17]([F:20])[CH:18]=[N:19][C:12]=3[N:11]([CH:21]3[CH2:26][CH2:25][S:24][CH2:23][CH2:22]3)[C:10]2=[O:27])[CH2:5][CH2:4]1.[N:28]1[C:29]([C:37](O)=[O:38])=[CH:30][N:31]2[CH:36]=[CH:35][CH:34]=[CH:33][C:32]=12.CN(C(ON1N=NC2C=CC=NC1=2)=[N+](C)C)C.F[P-](F)(F)(F)(F)F.CCN(C(C)C)C(C)C. Product: [F:20][C:17]1[CH:18]=[N:19][C:12]2[N:11]([CH:21]3[CH2:22][CH2:23][S:24][CH2:25][CH2:26]3)[C:10](=[O:27])[N:9]([C@@H:6]3[CH2:7][CH2:8][C@H:3]([NH:2][C:37]([C:29]4[N:28]=[C:32]5[CH:33]=[CH:34][CH:35]=[CH:36][N:31]5[CH:30]=4)=[O:38])[CH2:4][CH2:5]3)[C:14](=[O:15])[C:13]=2[CH:16]=1. The catalyst class is: 514. (4) Reactant: [Br:1][C:2]1[CH:18]=[CH:17][C:5]([CH2:6][NH:7][C@@H:8]([CH2:13][CH:14]([CH3:16])[CH3:15])[C:9]([O:11]C)=[O:10])=[CH:4][CH:3]=1.[Li+].[OH-].Cl. Product: [Br:1][C:2]1[CH:3]=[CH:4][C:5]([CH2:6][NH:7][C@@H:8]([CH2:13][CH:14]([CH3:15])[CH3:16])[C:9]([OH:11])=[O:10])=[CH:17][CH:18]=1. The catalyst class is: 5. (5) Reactant: [NH2:1][C:2]1[C:3]2[C:10]([C:11]3[CH:16]=[CH:15][C:14]([O:17][C:18]4[CH:23]=[CH:22][CH:21]=[CH:20][CH:19]=4)=[CH:13][CH:12]=3)=[CH:9][N:8]([CH:24]3[CH2:29][CH2:28][C:27](=O)[CH2:26][CH2:25]3)[C:4]=2[N:5]=[CH:6][N:7]=1.C([O-])(=O)C.[NH4+:35]. Product: [NH2:35][CH:27]1[CH2:28][CH2:29][CH:24]([N:8]2[C:4]3[N:5]=[CH:6][N:7]=[C:2]([NH2:1])[C:3]=3[C:10]([C:11]3[CH:12]=[CH:13][C:14]([O:17][C:18]4[CH:23]=[CH:22][CH:21]=[CH:20][CH:19]=4)=[CH:15][CH:16]=3)=[CH:9]2)[CH2:25][CH2:26]1. The catalyst class is: 8. (6) Reactant: [CH:1]1([NH2:6])[CH2:5][CH2:4][CH2:3][CH2:2]1.C(=O)([O-])[O-].[K+].[K+].Br[CH2:14][C:15]1[CH:20]=[CH:19][C:18]([N+:21]([O-:23])=[O:22])=[CH:17][CH:16]=1. Product: [N+:21]([C:18]1[CH:19]=[CH:20][C:15]([CH2:14][N:6]([CH2:14][C:15]2[CH:20]=[CH:19][C:18]([N+:21]([O-:23])=[O:22])=[CH:17][CH:16]=2)[CH:1]2[CH2:5][CH2:4][CH2:3][CH2:2]2)=[CH:16][CH:17]=1)([O-:23])=[O:22]. The catalyst class is: 35.